This data is from Catalyst prediction with 721,799 reactions and 888 catalyst types from USPTO. The task is: Predict which catalyst facilitates the given reaction. (1) Reactant: [Br:1][C:2]1[O:6][C:5]([C:7]2[C:12]([CH3:13])=[CH:11][N:10]=[C:9]([NH:14][C:15](=[O:17])[CH3:16])[CH:8]=2)=[CH:4][C:3]=1[C:18]1[N:22]=[CH:21][NH:20][N:19]=1.CCN(C(C)C)C(C)C.[CH3:32][Si:33]([CH2:36][CH2:37][O:38][CH2:39]Cl)([CH3:35])[CH3:34]. Product: [Br:1][C:2]1[O:6][C:5]([C:7]2[C:12]([CH3:13])=[CH:11][N:10]=[C:9]([NH:14][C:15](=[O:17])[CH3:16])[CH:8]=2)=[CH:4][C:3]=1[C:18]1[N:22]=[CH:21][N:20]([CH2:39][O:38][CH2:37][CH2:36][Si:33]([CH3:35])([CH3:34])[CH3:32])[N:19]=1. The catalyst class is: 18. (2) Reactant: [CH2:1]([NH:8][C:9](=[O:27])[CH2:10][CH2:11][O:12][C:13]1[CH:18]=[CH:17][C:16]([SiH:19]([CH:23]([CH3:25])[CH3:24])[CH:20]([CH3:22])[CH3:21])=[C:15]([CH3:26])[CH:14]=1)[C:2]1[CH:7]=[CH:6][CH:5]=[CH:4][CH:3]=1.C(O)(=O)C.[F-:32].[K+]. Product: [CH2:1]([NH:8][C:9](=[O:27])[CH2:10][CH2:11][O:12][C:13]1[CH:18]=[CH:17][C:16]([Si:19]([F:32])([CH:20]([CH3:21])[CH3:22])[CH:23]([CH3:25])[CH3:24])=[C:15]([CH3:26])[CH:14]=1)[C:2]1[CH:7]=[CH:6][CH:5]=[CH:4][CH:3]=1. The catalyst class is: 1. (3) Reactant: [CH3:1][S:2](Cl)(=[O:4])=[O:3].[CH2:6]([O:13][CH2:14][C@@H:15]1[O:19][C:18]([CH3:21])([CH3:20])[O:17][C@H:16]1[CH2:22][OH:23])[C:7]1[CH:12]=[CH:11][CH:10]=[CH:9][CH:8]=1.C(N(CC)CC)C.O. Product: [CH3:1][S:2]([O:23][CH2:22][C@H:16]1[C@H:15]([CH2:14][O:13][CH2:6][C:7]2[CH:12]=[CH:11][CH:10]=[CH:9][CH:8]=2)[O:19][C:18]([CH3:20])([CH3:21])[O:17]1)(=[O:4])=[O:3]. The catalyst class is: 2. (4) Reactant: [Br:1][C:2]1[CH:7]=[CH:6][C:5]([CH2:8][OH:9])=[C:4]([CH3:10])[CH:3]=1.[S:11](Cl)([CH3:14])(=[O:13])=[O:12].[NH4+].[Cl-]. Product: [Br:1][C:2]1[CH:7]=[CH:6][C:5]([CH2:8][O:9][S:11]([CH3:14])(=[O:13])=[O:12])=[C:4]([CH3:10])[CH:3]=1. The catalyst class is: 2. (5) Reactant: C[O:2][C:3]([C:5]1[S:6][C:7]([C:10](=[O:26])[NH:11][C:12]2[CH:17]=[CH:16][CH:15]=[CH:14][C:13]=2[NH:18][C:19]([O:21][C:22]([CH3:25])([CH3:24])[CH3:23])=[O:20])=[CH:8][CH:9]=1)=[O:4].[OH-].[K+]. Product: [C:22]([O:21][C:19]([NH:18][C:13]1[CH:14]=[CH:15][CH:16]=[CH:17][C:12]=1[NH:11][C:10]([C:7]1[S:6][C:5]([C:3]([OH:4])=[O:2])=[CH:9][CH:8]=1)=[O:26])=[O:20])([CH3:25])([CH3:23])[CH3:24]. The catalyst class is: 24. (6) Reactant: C(OC(=O)[NH:7][C@H:8]1[CH2:13][CH2:12][C@H:11]([CH2:14][NH:15][C:16]2[N:21]=[C:20]([N:22]3[C:26]4[CH:27]=[CH:28][CH:29]=[CH:30][C:25]=4[N:24]=[C:23]3[CH:31]([F:33])[F:32])[CH:19]=[C:18]([N:34]3[CH2:39][C@H:38]([CH3:40])[O:37][C@H:36]([CH3:41])[CH2:35]3)[N:17]=2)[CH2:10][CH2:9]1)(C)(C)C.[ClH:43].O1CCOCC1.C(OC(C)C)(C)C. Product: [ClH:43].[ClH:43].[NH2:7][C@H:8]1[CH2:13][CH2:12][C@H:11]([CH2:14][NH:15][C:16]2[N:21]=[C:20]([N:22]3[C:26]4[CH:27]=[CH:28][CH:29]=[CH:30][C:25]=4[N:24]=[C:23]3[CH:31]([F:32])[F:33])[CH:19]=[C:18]([N:34]3[CH2:35][C@H:36]([CH3:41])[O:37][C@H:38]([CH3:40])[CH2:39]3)[N:17]=2)[CH2:10][CH2:9]1. The catalyst class is: 12.